From a dataset of Reaction yield outcomes from USPTO patents with 853,638 reactions. Predict the reaction yield, written as a fraction of the theoretical maximum amount of product (1.0 means a 100% yield; for example, 0.34 means a 34% yield). (1) The reactants are [F:1][C:2]1[CH:9]=[CH:8][C:5]([CH:6]=O)=[CH:4][CH:3]=1.C([O-])(=O)C.[Na+].C([BH3-])#N.[Na+].Cl.[CH2:20]([O:22][C:23](=[O:31])[CH2:24][CH:25]([NH2:30])[CH2:26][CH:27]([CH3:29])[CH3:28])[CH3:21]. The catalyst is CO. The product is [CH2:20]([O:22][C:23](=[O:31])[CH2:24][CH:25]([NH:30][CH2:6][C:5]1[CH:8]=[CH:9][C:2]([F:1])=[CH:3][CH:4]=1)[CH2:26][CH:27]([CH3:28])[CH3:29])[CH3:21]. The yield is 0.470. (2) The reactants are [F:1][C:2]1[CH:3]=[CH:4][C:5]2[O:10][CH2:9][C:8](=[O:11])[NH:7][C:6]=2[CH:12]=1.C([O-])([O-])=O.[Cs+].[Cs+].[Cl:19][CH2:20][CH2:21][CH2:22]I. The catalyst is CCCCCCC.CCOC(C)=O. The product is [Cl:19][CH2:20][CH2:21][CH2:22][N:7]1[C:6]2[CH:12]=[C:2]([F:1])[CH:3]=[CH:4][C:5]=2[O:10][CH2:9][C:8]1=[O:11]. The yield is 0.780. (3) The yield is 1.000. The product is [N:1]1([CH2:6][CH2:7][O:8][C:9]2[CH:14]=[CH:13][C:12]([B:19]3[O:20][C:21]([CH3:23])([CH3:22])[C:17]([CH3:24])([CH3:16])[O:18]3)=[CH:11][CH:10]=2)[CH2:5][CH2:4][CH2:3][CH2:2]1. The reactants are [N:1]1([CH2:6][CH2:7][O:8][C:9]2[CH:14]=[CH:13][C:12](I)=[CH:11][CH:10]=2)[CH2:5][CH2:4][CH2:3][CH2:2]1.[CH3:16][C:17]1([CH3:24])[C:21]([CH3:23])([CH3:22])[O:20][BH:19][O:18]1. No catalyst specified. (4) The reactants are [Cl:1][C:2]1[CH:7]=[C:6]([C:8]2[CH:13]=[C:12]([Sn](CCCC)(CCCC)CCCC)[CH:11]=[CH:10][C:9]=2[O:27][CH2:28][CH3:29])[N:5]=[C:4]([NH2:30])[N:3]=1.[I-:31].[Na+].[OH-].[Na+].CC1C=CC(S(NCl)(=O)=O)=CC=1.S([O-])([O-])(=O)=S.[Na+].[Na+]. The catalyst is C(O)C.O.C(O)(=O)C. The product is [Cl:1][C:2]1[CH:7]=[C:6]([C:8]2[CH:13]=[C:12]([I:31])[CH:11]=[CH:10][C:9]=2[O:27][CH2:28][CH3:29])[N:5]=[C:4]([NH2:30])[N:3]=1. The yield is 0.710. (5) The reactants are [C:1]([N:5]1[C:9](=[O:10])[C:8](Cl)=[C:7]([C:12]2[CH:17]=[CH:16][CH:15]=[CH:14][CH:13]=2)[S:6]1(=[O:19])=[O:18])([CH3:4])([CH3:3])[CH3:2].[Cl:20][C:21]1[C:22]([N:31]2[CH2:36][CH2:35][CH:34]([NH2:37])[CH2:33][CH2:32]2)=[N:23][CH:24]=[C:25]([C:27]([F:30])([F:29])[F:28])[CH:26]=1. The catalyst is CN(C=O)C.CCOC(C)=O. The product is [C:1]([N:5]1[C:9](=[O:10])[C:8]([NH:37][CH:34]2[CH2:33][CH2:32][N:31]([C:22]3[C:21]([Cl:20])=[CH:26][C:25]([C:27]([F:30])([F:29])[F:28])=[CH:24][N:23]=3)[CH2:36][CH2:35]2)=[C:7]([C:12]2[CH:17]=[CH:16][CH:15]=[CH:14][CH:13]=2)[S:6]1(=[O:19])=[O:18])([CH3:4])([CH3:3])[CH3:2]. The yield is 0.776.